This data is from Full USPTO retrosynthesis dataset with 1.9M reactions from patents (1976-2016). The task is: Predict the reactants needed to synthesize the given product. (1) The reactants are: S(Cl)(Cl)=O.[C:5]([O:8][CH2:9][C:10]([CH3:40])([CH3:39])[CH2:11][N:12]1[C:18]2[CH:19]=[CH:20][C:21]([Cl:23])=[CH:22][C:17]=2[C@@H:16]([C:24]2[CH:29]=[CH:28][CH:27]=[C:26]([O:30][CH3:31])[C:25]=2[O:32][CH3:33])[O:15][C@H:14]([CH2:34][C:35]([OH:37])=O)[C:13]1=[O:38])(=[O:7])[CH3:6].CN(C)C=O.[CH2:46]([S:49]([NH2:52])(=[O:51])=[O:50])[CH2:47][CH3:48]. Given the product [CH2:46]([S:49]([NH:52][C:35](=[O:37])[CH2:34][C@H:14]1[O:15][C@H:16]([C:24]2[CH:29]=[CH:28][CH:27]=[C:26]([O:30][CH3:31])[C:25]=2[O:32][CH3:33])[C:17]2[CH:22]=[C:21]([Cl:23])[CH:20]=[CH:19][C:18]=2[N:12]([CH2:11][C:10]([CH3:40])([CH3:39])[CH2:9][O:8][C:5](=[O:7])[CH3:6])[C:13]1=[O:38])(=[O:51])=[O:50])[CH2:47][CH3:48], predict the reactants needed to synthesize it. (2) Given the product [C:1]([O:4][CH2:5][CH2:6][CH2:7][CH2:8][CH2:9][C:10]([CH:21]1[CH2:22][C:23]2[C:28]3=[C:27]([CH2:17][C:18](=[O:29])[N:19]3[CH2:20]1)[CH:26]=[CH:25][CH:24]=2)=[O:11])(=[O:3])[CH3:2], predict the reactants needed to synthesize it. The reactants are: [C:1]([O:4][CH2:5][CH2:6][CH2:7][CH2:8][CH2:9][C:10](Cl)=[O:11])(=[O:3])[CH3:2].[Cl-].[Al+3].[Cl-].[Cl-].[CH2:17]1[C:27]2=[C:28]3[C:23](=[CH:24][CH:25]=[CH:26]2)[CH2:22][CH2:21][CH2:20][N:19]3[C:18]1=[O:29].O. (3) The reactants are: C([N:8]1[CH2:13][CH2:12][CH:11]([N:14]2[CH2:18][C:17]([C:25]3[CH:30]=[CH:29][CH:28]=[CH:27][CH:26]=3)([C:19]3[CH:24]=[CH:23][CH:22]=[CH:21][CH:20]=3)[NH:16][C:15]2=[O:31])[CH2:10][CH2:9]1)C1C=CC=CC=1.Cl. Given the product [C:25]1([C:17]2([C:19]3[CH:20]=[CH:21][CH:22]=[CH:23][CH:24]=3)[CH2:18][N:14]([CH:11]3[CH2:10][CH2:9][NH:8][CH2:13][CH2:12]3)[C:15](=[O:31])[NH:16]2)[CH:26]=[CH:27][CH:28]=[CH:29][CH:30]=1, predict the reactants needed to synthesize it.